From a dataset of Forward reaction prediction with 1.9M reactions from USPTO patents (1976-2016). Predict the product of the given reaction. Given the reactants C([Sn](CCCC)(OCC(CC)CC)[O:6][Sn:7]([CH2:19][CH2:20][CH2:21][CH3:22])([CH2:15][CH2:16][CH2:17][CH3:18])[O:8][CH2:9][CH:10]([CH2:13][CH3:14])[CH2:11][CH3:12])CCC, predict the reaction product. The product is: [CH2:19]([Sn:7]([CH2:15][CH2:16][CH2:17][CH3:18])([O:6][CH2:9][CH:10]([CH2:13][CH3:14])[CH2:11][CH3:12])[O:8][CH2:9][CH:10]([CH2:11][CH3:12])[CH2:13][CH3:14])[CH2:20][CH2:21][CH3:22].